Dataset: NCI-60 drug combinations with 297,098 pairs across 59 cell lines. Task: Regression. Given two drug SMILES strings and cell line genomic features, predict the synergy score measuring deviation from expected non-interaction effect. (1) Drug 1: CC1C(C(=O)NC(C(=O)N2CCCC2C(=O)N(CC(=O)N(C(C(=O)O1)C(C)C)C)C)C(C)C)NC(=O)C3=C4C(=C(C=C3)C)OC5=C(C(=O)C(=C(C5=N4)C(=O)NC6C(OC(=O)C(N(C(=O)CN(C(=O)C7CCCN7C(=O)C(NC6=O)C(C)C)C)C)C(C)C)C)N)C. Drug 2: CN1C(=O)N2C=NC(=C2N=N1)C(=O)N. Cell line: BT-549. Synergy scores: CSS=25.1, Synergy_ZIP=-3.96, Synergy_Bliss=-0.540, Synergy_Loewe=-24.5, Synergy_HSA=-1.52. (2) Drug 1: CN1CCC(CC1)COC2=C(C=C3C(=C2)N=CN=C3NC4=C(C=C(C=C4)Br)F)OC. Drug 2: CC(C)(C#N)C1=CC(=CC(=C1)CN2C=NC=N2)C(C)(C)C#N. Cell line: MDA-MB-435. Synergy scores: CSS=2.24, Synergy_ZIP=1.62, Synergy_Bliss=3.72, Synergy_Loewe=0.908, Synergy_HSA=0.292. (3) Drug 1: CC(CN1CC(=O)NC(=O)C1)N2CC(=O)NC(=O)C2. Drug 2: CCC1(CC2CC(C3=C(CCN(C2)C1)C4=CC=CC=C4N3)(C5=C(C=C6C(=C5)C78CCN9C7C(C=CC9)(C(C(C8N6C)(C(=O)OC)O)OC(=O)C)CC)OC)C(=O)OC)O.OS(=O)(=O)O. Cell line: NCIH23. Synergy scores: CSS=26.2, Synergy_ZIP=-12.5, Synergy_Bliss=-4.26, Synergy_Loewe=-18.9, Synergy_HSA=-2.88. (4) Drug 1: C1CN1P(=S)(N2CC2)N3CC3. Drug 2: C1=NC2=C(N=C(N=C2N1C3C(C(C(O3)CO)O)F)Cl)N. Cell line: SF-539. Synergy scores: CSS=5.21, Synergy_ZIP=-5.88, Synergy_Bliss=-4.27, Synergy_Loewe=-4.57, Synergy_HSA=-4.15. (5) Drug 1: C1C(C(OC1N2C=NC3=C(N=C(N=C32)Cl)N)CO)O. Drug 2: C1CCC(C(C1)N)N.C(=O)(C(=O)[O-])[O-].[Pt+4]. Cell line: CAKI-1. Synergy scores: CSS=39.0, Synergy_ZIP=-5.03, Synergy_Bliss=-3.92, Synergy_Loewe=-1.63, Synergy_HSA=0.976. (6) Drug 1: C1CCC(C1)C(CC#N)N2C=C(C=N2)C3=C4C=CNC4=NC=N3. Drug 2: CC12CCC3C(C1CCC2OP(=O)(O)O)CCC4=C3C=CC(=C4)OC(=O)N(CCCl)CCCl.[Na+]. Cell line: SF-268. Synergy scores: CSS=0.0345, Synergy_ZIP=1.50, Synergy_Bliss=-1.41, Synergy_Loewe=-6.66, Synergy_HSA=-5.65.